This data is from Forward reaction prediction with 1.9M reactions from USPTO patents (1976-2016). The task is: Predict the product of the given reaction. (1) Given the reactants [NH2:1][C:2]1[CH:11]=[C:10]2[C:5]([C:6]([CH3:17])=[C:7]([CH2:13][C:14]([OH:16])=[O:15])[C:8](=[O:12])[O:9]2)=[CH:4][CH:3]=1.[CH3:18]O, predict the reaction product. The product is: [NH2:1][C:2]1[CH:11]=[C:10]2[C:5]([C:6]([CH3:17])=[C:7]([CH2:13][C:14]([O:16][CH3:18])=[O:15])[C:8](=[O:12])[O:9]2)=[CH:4][CH:3]=1. (2) Given the reactants [C:1]1([C:7]2[CH:8]=[C:9]3[C:13](=[CH:14][CH:15]=2)[NH:12][C:11](=[O:16])[CH2:10]3)[CH:6]=[CH:5][CH:4]=[CH:3][CH:2]=1.[CH3:17][S:18]([C:21]1[C:22]([C:29]2[CH:34]=[CH:33][CH:32]=[CH:31][CH:30]=2)=[C:23]([CH:27]=O)[NH:24][C:25]=1[CH3:26])(=[O:20])=[O:19].CC1(C)C(C)(C)OB(C2C=CC=C3C=2C=CN3)O1.N1CCCCC1, predict the reaction product. The product is: [CH3:17][S:18]([C:21]1[C:22]([C:29]2[CH:34]=[CH:33][CH:32]=[CH:31][CH:30]=2)=[C:23](/[CH:27]=[C:10]2\[C:11](=[O:16])[NH:12][C:13]3[C:9]\2=[CH:8][C:7]([C:1]2[CH:2]=[CH:3][CH:4]=[CH:5][CH:6]=2)=[CH:15][CH:14]=3)[NH:24][C:25]=1[CH3:26])(=[O:20])=[O:19]. (3) Given the reactants Br[C:2]1[CH:7]=[CH:6][CH:5]=[CH:4][C:3]=1[NH:8][CH:9]1[CH2:14][CH2:13][N:12]([C:15](=[O:17])[CH3:16])[CH2:11][CH2:10]1.[CH2:18]=[CH:19][C:20]1[CH:25]=[CH:24][CH:23]=[CH:22][CH:21]=1.C1(C)C=CC=CC=1P(C1C=CC=CC=1C)C1C=CC=CC=1C, predict the reaction product. The product is: [CH2:18]([C:2]1[CH:7]=[CH:6][CH:5]=[CH:4][C:3]=1[NH:8][CH:9]1[CH2:14][CH2:13][N:12]([C:15](=[O:17])[CH3:16])[CH2:11][CH2:10]1)[CH2:19][C:20]1[CH:25]=[CH:24][CH:23]=[CH:22][CH:21]=1.